From a dataset of Forward reaction prediction with 1.9M reactions from USPTO patents (1976-2016). Predict the product of the given reaction. Given the reactants [Br:1][C:2]1[C:3]([F:17])=[CH:4][C:5]2[CH:11]3[CH2:12][CH:9]([CH2:10]3)[C:8](Cl)=[C:7]([CH:14]=O)[C:6]=2[CH:16]=1.[SH:18][CH2:19][C:20]([O:22][CH2:23][CH3:24])=[O:21].C(=O)([O-])[O-].[K+].[K+], predict the reaction product. The product is: [Br:1][C:2]1[C:3]([F:17])=[CH:4][C:5]2[CH:11]3[CH2:10][CH:9]([CH2:12]3)[C:8]3[S:18][C:19]([C:20]([O:22][CH2:23][CH3:24])=[O:21])=[CH:14][C:7]=3[C:6]=2[CH:16]=1.